Dataset: Catalyst prediction with 721,799 reactions and 888 catalyst types from USPTO. Task: Predict which catalyst facilitates the given reaction. (1) Reactant: [Br:1][C:2]1[CH:7]=[CH:6][C:5]([Cl:8])=[CH:4][C:3]=1[C:9]1[C:10]2[C:18](=[O:19])[CH2:17][CH2:16][C:11]=2[NH:12][C:13](=[O:15])[CH:14]=1.Br[CH2:21][C:22]([O:24][C:25]([CH3:28])([CH3:27])[CH3:26])=[O:23].C(=O)([O-])[O-].[K+].[K+]. Product: [Br:1][C:2]1[CH:7]=[CH:6][C:5]([Cl:8])=[CH:4][C:3]=1[C:9]1[C:10]2[C:18](=[O:19])[CH2:17][CH2:16][C:11]=2[N:12]([CH2:21][C:22]([O:24][C:25]([CH3:28])([CH3:27])[CH3:26])=[O:23])[C:13](=[O:15])[CH:14]=1. The catalyst class is: 9. (2) Reactant: [Cl:1][C:2]1[N:11]=[C:10](Cl)[C:9]2[C:4](=[CH:5][C:6]([O:15][CH3:16])=[C:7]([O:13][CH3:14])[CH:8]=2)[N:3]=1.CCN(CC)CC.[CH2:24]([NH2:31])[C:25]1[CH:30]=[CH:29][CH:28]=[CH:27][CH:26]=1. Product: [CH2:24]([NH:31][C:10]1[C:9]2[C:4](=[CH:5][C:6]([O:15][CH3:16])=[C:7]([O:13][CH3:14])[CH:8]=2)[N:3]=[C:2]([Cl:1])[N:11]=1)[C:25]1[CH:30]=[CH:29][CH:28]=[CH:27][CH:26]=1. The catalyst class is: 1. (3) Reactant: [CH2:1]([C:5]1[CH:6]2[CH2:11][CH:9]([CH:10]=1)[CH2:8][CH2:7]2)[CH2:2][CH2:3][CH3:4].[C:12]([O:16][CH3:17])(=[O:15])[CH:13]=[CH2:14].CC(N=NC(C#N)(C)C)(C#N)C.CC[Al](Cl)CC.CC[Al](Cl)Cl.Cl.CO. The catalyst class is: 11. Product: [CH2:1]([C:5]1[CH:6]2[CH2:11][CH:9]([CH:10]=1)[CH2:8][CH2:7]2)[CH2:2][CH2:3][CH3:4].[C:12]([O:16][CH3:17])(=[O:15])[CH:13]=[CH2:14]. (4) Reactant: [Cl:1][C:2]1[CH:3]=[C:4]([CH:7]=[C:8]([Cl:28])[C:9]=1[N:10]1[CH:27]=[C:13]2[C:14]([NH:19][C:20]3[CH:25]=[C:24]([CH3:26])[N:23]=[CH:22][N:21]=3)=[N:15][CH:16]=[C:17]([F:18])[C:12]2=[N:11]1)[CH:5]=[O:6].[BH4-].[Na+].Cl. Product: [ClH:1].[Cl:1][C:2]1[CH:3]=[C:4]([CH2:5][OH:6])[CH:7]=[C:8]([Cl:28])[C:9]=1[N:10]1[CH:27]=[C:13]2[C:14]([NH:19][C:20]3[CH:25]=[C:24]([CH3:26])[N:23]=[CH:22][N:21]=3)=[N:15][CH:16]=[C:17]([F:18])[C:12]2=[N:11]1. The catalyst class is: 353. (5) Reactant: CCN(CC)CC.[NH2:8][C:9]1[CH:10]=[C:11]([CH:17]=[CH:18][CH:19]=1)[C:12]([O:14]CC)=[O:13].N1P(Cl)(Cl)=NP(Cl)(Cl)=NP=1(Cl)Cl.[Br:32][C:33]1[C:34]([CH3:49])=[N:35][O:36][C:37]=1[NH:38][S:39]([CH:42]1[CH:46]=[CH:45][S:44][C:43]1=[C:47]=[O:48])(=[O:41])=[O:40]. Product: [Br:32][C:33]1[C:34]([CH3:49])=[N:35][O:36][C:37]=1[NH:38][S:39]([C:42]1[CH:46]=[CH:45][S:44][C:43]=1[C:47]([NH:8][C:9]1[CH:19]=[CH:18][CH:17]=[C:11]([C:12]([OH:14])=[O:13])[CH:10]=1)=[O:48])(=[O:40])=[O:41]. The catalyst class is: 20.